Dataset: Experimentally validated miRNA-target interactions with 360,000+ pairs, plus equal number of negative samples. Task: Binary Classification. Given a miRNA mature sequence and a target amino acid sequence, predict their likelihood of interaction. (1) The miRNA is mmu-miR-3082-5p with sequence GACAGAGUGUGUGUGUCUGUGU. The protein sequence of the target gene is MVALSLKICVRHCNVVKTMQFEPSTAVYDACRVIRERVPEAQTGQASDYGLFLSDEDPRKGIWLEAGRTLDYYMLRNGDILEYKKKQRPQKIRMLDGSVKTVMVDDSKTVGELLVTICSRIGITNYEEYSLIQETIEEKKEEGTGTLKKDRTLLRDERKMEKLKAKLHTDDDLNWLDHSRTFREQGVDENETLLLRRKFFYSDQNVDSRDPVQLNLLYVQARDDILNGSHPVSFEKACEFGGFQAQIQFGPHVEHKHKPGFLDLKEFLPKEYIKQRGAEKRIFQEHKNCGEMSEIEAKVK.... Result: 1 (interaction). (2) The miRNA is hsa-miR-3941 with sequence UUACACACAACUGAGGAUCAUA. The protein sequence of the target gene is MAFPKMRLMYICLLVLGALCLYFSMYSLNPFKEQSFVYKKDGNFLKLPDTDCRQTPPFLVLLVTSSHKQLAERMAIRQTWGKERMVKGKQLKTFFLLGTTSSAAETKEVDQESQRHGDIIQKDFLDVYYNLTLKTMMGIEWVHRFCPQAAFVMKTDSDMFINVDYLTELLLKKNRTTRFFTGFLKLNEFPIRQPFSKWFVSKSEYPWDRYPPFCSGTGYVFSGDVASQVYNVSKSVPYIKLEDVFVGLCLERLNIRLEELHSQPTFFPGGLRFSVCLFRRIVACHFIKPRTLLDYWQALE.... Result: 1 (interaction). (3) The protein sequence of the target gene is MGRDTRSRSRSAGRRGRRRQSQSGSRSRSRSHGRRNRRRREDEGRRRRRRRSRERRSDSEEERWQRSGMRSRSPPRPKWHSRDGSSQSDSGEEQSRGQWARRRRRARSWSPSSSASSSASPGRSQSPRAAAAALSQQQSLQERLRLREERKQQEELMKAFETPEEKRARRLAKKEAKERKKREKMGWGEEYMGYTNTDNPFGDNNLLGTFIWNKALEKKGISHLEEKELKERNKRIQEDNRLELQKVKQLRLEREREKAMREQELEMLQREKEAEHFKTWEEQEDNFHLQQAKLRSKIRI.... The miRNA is cel-miR-36-3p with sequence UCACCGGGUGAAAAUUCGCAUG. Result: 0 (no interaction). (4) The miRNA is hsa-miR-570-5p with sequence AAAGGUAAUUGCAGUUUUUCCC. The protein sequence of the target gene is MGEAEVGGGGAAGDKGPGEAATSPAEETVVWSPEVEVCLFHAMLGHKPVGVNRHFHMICIRDKFSQNIGRQVPSKVIWDHLSTMYDMQALHESEILPFPNPERNFVLPEEIIQEVREGKVMIEEEMKEEMKEDVDPHNGADDVFSSSGSLGKASEKSSKDKEKNSSDLGCKEGADKRKRSRVTDKVLTANSNPSSPSAAKRRRT. Result: 0 (no interaction). (5) The miRNA is hsa-miR-6867-5p with sequence UGUGUGUGUAGAGGAAGAAGGGA. The protein sequence of the target gene is MASIMEGPLSKWTNVMKGWQYRWFVLDYNAGLLSYYTSKDKMMRGSRRGCVRLRGAVIGIDDEDDSTFTITVDQKTFHFQARDADEREKWIHALEETILRHTLQLQGLDSGFVPSVQDFDKKLTEADAYLQILIEQLKLFDDKLQNCKEDEQRKKIETLKETTNSMVESIKHCIVLLQIAKDQSNAEKHADGMISTINPVDAIYQPSPLEPVISTMPSQTVLPPEPVQLCKSEQRPSSLPVGPVLATLGHHQTPTPNSTGSGHSPPSSSLTSPSHVNLSPNTVPEFSYSSSEDEFYDADE.... Result: 1 (interaction). (6) The miRNA is hsa-miR-449c-5p with sequence UAGGCAGUGUAUUGCUAGCGGCUGU. The protein sequence of the target gene is MSSRKSKSNSLIHTECLSQVQRILRERFCRQSPHSNLFGVQVQYKHLSELLKRTALHGESNSVLIIGPRGSGKTMLINHALKELMEIEEVSENVLQVHLNGLLQINDKIALKEITRQLNLENVVGDKVFGSFAENLSFLLEALKKGDRTSSCPVIFILDEFDLFAHHKNQTLLYNLFDISQSAQTPIAVIGLTCRLDILELLEKRVKSRFSHRQIHLMNSFGFPQYVKIFKEQLSLPAEFPDKVFAEKWNENVQYLSEDRSVQEVLQKHFNISKNLRSLHMLLMLALNRVTASHPFMTAV.... Result: 1 (interaction). (7) The miRNA is hsa-miR-4656 with sequence UGGGCUGAGGGCAGGAGGCCUGU. The protein sequence of the target gene is MATAAQGPLSLLWGWLWSERFWLPENVSWADLEGPADGYGYPRGRHILSVFPLAAGIFFVRLLFERFIAKPCALCIGIEDSGPYQAQPNAILEKVFISITKYPDKKRLEGLSKQLDWNVRKIQCWFRHRRNQDKPPTLTKFCESMWRFTFYLCIFCYGIRFLWSSPWFWDIRQCWHNYPFQPLSSGLYHYYIMELAFYWSLMFSQFTDIKRKDFLIMFVHHLVTIGLISFSYINNMVRVGTLIMCLHDVSDFLLEAAKLANYAKYQRLCDTLFVIFSAVFMVTRLGIYPFWILNTTLFES.... Result: 0 (no interaction). (8) The miRNA is hsa-miR-194-3p with sequence CCAGUGGGGCUGCUGUUAUCUG. The protein sequence of the target gene is MVRWPGLRPCLSAILNPAGASNMAAAEVPGYLVSPQTEKHRRARNWTDAEMRGLMLVWEEFFDELKQTKRNAKVYEKMASKLFEMTGERRLGEEIKIKITNMTFQYRKLKCMTDSESIPPDWPYYLAIDRILAKVPESCEGKLPDGQQPGPSTSQTEASLSPSAKSTPLYLPYTQCSYEGHFEDDRSDSSSSLLSLKFRSEERPVKKRKMRSCHLQKKKLRLLEAMLEEQRRLSRAMEETCREVRRVLDQQNILQVQSLQLQERMMSLLEKIIAKSNV. Result: 0 (no interaction). (9) The miRNA is hsa-miR-1911-3p with sequence CACCAGGCAUUGUGGUCUCC. The protein sequence of the target gene is MGRGLLRGLWPLHIVLWTRIASTIPPHVPKSDVEMEAQKDASIHLSCNRTIHPLKHFNSDVMASDNGGAVKLPQLCKFCDVRLSTCDNQKSCMSNCSITAICEKPHEVCVAVWRKNDKNITLETVCHDPKLTYHGFTLEDAASPKCVMKEKKRAGETFFMCACNMEECNDYIIFSEEYTTSSPDLLLVIIQVTGVSLLPPLGIAIAVIIIFYCYRVHRQQKLSPSWESSKPRKLMDFSDNCAIILEDDRSDISSTCANNINHNTELLPIELDTLVGKGRFAEVYKAKLKQNTSEQFETVA.... Result: 0 (no interaction).